From a dataset of Reaction yield outcomes from USPTO patents with 853,638 reactions. Predict the reaction yield, written as a fraction of the theoretical maximum amount of product (1.0 means a 100% yield; for example, 0.34 means a 34% yield). The reactants are [NH2:1][C:2]1[C:10]2[C:9]([C:11]3[CH:16]=[CH:15][C:14]([Cl:17])=[C:13]([Cl:18])[CH:12]=3)=[N:8][C:7](S(C)=O)=[N:6][C:5]=2[S:4][C:3]=1[C:22]([NH2:24])=[O:23].[NH2:25][CH2:26][C@@H:27]([OH:29])[CH3:28]. The catalyst is CS(C)=O. The product is [OH:29][C@@H:27]([CH3:28])[CH2:26][NH:25][C:7]1[N:8]=[C:9]([C:11]2[CH:16]=[CH:15][C:14]([Cl:17])=[C:13]([Cl:18])[CH:12]=2)[C:10]2[C:2]([NH2:1])=[C:3]([C:22]([NH2:24])=[O:23])[S:4][C:5]=2[N:6]=1. The yield is 0.160.